From a dataset of Peptide-MHC class I binding affinity with 185,985 pairs from IEDB/IMGT. Regression. Given a peptide amino acid sequence and an MHC pseudo amino acid sequence, predict their binding affinity value. This is MHC class I binding data. (1) The peptide sequence is IPAHPLRML. The MHC is HLA-B35:01 with pseudo-sequence HLA-B35:01. The binding affinity (normalized) is 0.345. (2) The peptide sequence is KTAVQMAVF. The MHC is Mamu-B08 with pseudo-sequence Mamu-B08. The binding affinity (normalized) is 0.138. (3) The peptide sequence is KDAIKEVKQTI. The MHC is Mamu-B01 with pseudo-sequence Mamu-B01. The binding affinity (normalized) is 0.